From a dataset of Peptide-MHC class I binding affinity with 185,985 pairs from IEDB/IMGT. Regression. Given a peptide amino acid sequence and an MHC pseudo amino acid sequence, predict their binding affinity value. This is MHC class I binding data. (1) The peptide sequence is YWDQVTFFY. The MHC is HLA-A03:01 with pseudo-sequence HLA-A03:01. The binding affinity (normalized) is 0.0847. (2) The peptide sequence is AIKCEGLDV. The MHC is HLA-A02:01 with pseudo-sequence HLA-A02:01. The binding affinity (normalized) is 0.120. (3) The peptide sequence is PPIPVGDIY. The MHC is HLA-A23:01 with pseudo-sequence HLA-A23:01. The binding affinity (normalized) is 0. (4) The peptide sequence is ILKDGPERV. The MHC is HLA-A02:03 with pseudo-sequence HLA-A02:03. The binding affinity (normalized) is 0.820. (5) The peptide sequence is WTLETLPRV. The MHC is HLA-A02:50 with pseudo-sequence YFAMYGEKVAHTHVDTLYIRYHYYTWAVWAYTWY. The binding affinity (normalized) is 0.787. (6) The peptide sequence is HTAAPWGSY. The MHC is HLA-A23:01 with pseudo-sequence HLA-A23:01. The binding affinity (normalized) is 0.0847. (7) The peptide sequence is VLWKSYPLV. The MHC is HLA-B27:03 with pseudo-sequence HLA-B27:03. The binding affinity (normalized) is 0.0847.